Predict the product of the given reaction. From a dataset of Forward reaction prediction with 1.9M reactions from USPTO patents (1976-2016). Given the reactants [F:1][S:2]([C:5]([C:8](C(F)=O)([F:10])[F:9])([F:7])[F:6])(=[O:4])=[O:3].[F-].[Cs+].[F:16][C:17]([F:25])([F:24])[C:18]1([F:23])[O:22][C:19]1(F)[F:20].C[O:27]CCOCCOC, predict the reaction product. The product is: [F:1][S:2]([C:5]([C:8]([O:22][C:18]([C:19]([F:20])=[O:27])([C:17]([F:25])([F:24])[F:16])[F:23])([F:9])[F:10])([F:6])[F:7])(=[O:3])=[O:4].